From a dataset of Reaction yield outcomes from USPTO patents with 853,638 reactions. Predict the reaction yield, written as a fraction of the theoretical maximum amount of product (1.0 means a 100% yield; for example, 0.34 means a 34% yield). (1) The reactants are [CH3:1][N:2]([CH3:16])[CH2:3][CH2:4][O:5][C:6]1[CH:11]=[CH:10][C:9]([CH3:12])=[C:8]([N+:13]([O-])=O)[CH:7]=1. The catalyst is [Pd].CCO. The product is [CH3:1][N:2]([CH3:16])[CH2:3][CH2:4][O:5][C:6]1[CH:11]=[CH:10][C:9]([CH3:12])=[C:8]([CH:7]=1)[NH2:13]. The yield is 0.950. (2) The reactants are [O:1]=[C:2]1[NH:7][CH:6]=[N:5][C:4]([CH2:8][CH2:9][CH3:10])=[C:3]1[CH2:11][C:12]1[CH:17]=[CH:16][C:15]([C:18]2[C:19]([C:24]#[N:25])=[CH:20][CH:21]=[CH:22][CH:23]=2)=[CH:14][CH:13]=1.[CH3:26][C:27]1([CH3:39])[CH2:31][C:30]2[CH:32]=[C:33](B(O)O)[CH:34]=[CH:35][C:29]=2[O:28]1.C(N(CC)CC)C.N1C=CC=CC=1. The catalyst is C([O-])(=O)C.[Cu+2].C([O-])(=O)C.C(OCC)(=O)C.C(Cl)Cl. The product is [CH3:26][C:27]1([CH3:39])[CH2:31][C:30]2[CH:32]=[C:33]([N:7]3[C:2](=[O:1])[C:3]([CH2:11][C:12]4[CH:17]=[CH:16][C:15]([C:18]5[C:19]([C:24]#[N:25])=[CH:20][CH:21]=[CH:22][CH:23]=5)=[CH:14][CH:13]=4)=[C:4]([CH2:8][CH2:9][CH3:10])[N:5]=[CH:6]3)[CH:34]=[CH:35][C:29]=2[O:28]1. The yield is 0.540. (3) The reactants are [CH3:1][C:2]1[NH:3][C:4]2[C:9]([C:10]=1[CH3:11])=[CH:8][C:7]([C:12]([O:14][CH2:15][CH:16]=[CH2:17])=[O:13])=[CH:6][CH:5]=2.Br[CH2:19][C:20]1[CH:31]=[CH:30][C:23]([O:24][CH2:25][C:26]([O:28][CH3:29])=[O:27])=[CH:22][CH:21]=1.[H-].[Na+].Cl. The catalyst is CN(C=O)C.C(OCC)(=O)C. The product is [CH3:29][O:28][C:26](=[O:27])[CH2:25][O:24][C:23]1[CH:22]=[CH:21][C:20]([CH2:19][N:3]2[C:4]3[C:9](=[CH:8][C:7]([C:12]([O:14][CH2:15][CH:16]=[CH2:17])=[O:13])=[CH:6][CH:5]=3)[C:10]([CH3:11])=[C:2]2[CH3:1])=[CH:31][CH:30]=1. The yield is 0.610. (4) The reactants are [C:1]([O:4][CH2:5][C@@H:6]1[C@@H:11]([O:12][C:13](=[O:15])[CH3:14])[C@H:10](OC(=O)C)[CH:9]=[CH:8][O:7]1)(=[O:3])[CH3:2].B([C:23]1[CH:28]=[CH:27][C:26](B(O)O)=[CH:25][CH:24]=1)(O)O. The catalyst is CC#N.CC([O-])=O.CC([O-])=O.[Pd+2]. The product is [C:1]([O:4][CH2:5][C@@H:6]1[C@@H:11]([O:12][C:13](=[O:15])[CH3:14])[CH:10]=[CH:9][C@@H:8]([C:23]2[CH:28]=[CH:27][C:26]([C@H:8]3[O:7][C@H:6]([CH2:5][O:4][C:1](=[O:3])[CH3:2])[C@@H:11]([O:12][C:13](=[O:15])[CH3:14])[CH:10]=[CH:9]3)=[CH:25][CH:24]=2)[O:7]1)(=[O:3])[CH3:2]. The yield is 0.181. (5) The reactants are [Cl:1][C:2]1[N:6]([CH3:7])[N:5]=[C:4]([CH3:8])[C:3]=1[CH2:9][S:10][C:11]1[N:16]=[C:15]([OH:17])[CH:14]=[C:13]([CH3:18])[N:12]=1.[ClH:19].O1CCOCC1. The product is [ClH:1].[ClH:19].[Cl:1][C:2]1[N:6]([CH3:7])[N:5]=[C:4]([CH3:8])[C:3]=1[CH2:9][S:10][C:11]1[N:16]=[C:15]([OH:17])[CH:14]=[C:13]([CH3:18])[N:12]=1. The yield is 0.760. The catalyst is CO. (6) The reactants are [O:1]1[CH2:5][CH2:4][CH2:3][C@H:2]1[C@H:6]([NH:8][C:9]([C:11]1[C:19]2[C:14](=[N:15][CH:16]=[C:17]([C:20]3[C:28]4[C:23](=[CH:24][C:25]([F:29])=[CH:26][CH:27]=4)[N:22]([CH3:30])[N:21]=3)[N:18]=2)[N:13](COCC[Si](C)(C)C)[CH:12]=1)=[O:10])[CH3:7].FC(F)(F)C(O)=O.C(N)CN. The catalyst is ClCCl. The product is [O:1]1[CH2:5][CH2:4][CH2:3][C@H:2]1[C@H:6]([NH:8][C:9]([C:11]1[C:19]2[C:14](=[N:15][CH:16]=[C:17]([C:20]3[C:28]4[C:23](=[CH:24][C:25]([F:29])=[CH:26][CH:27]=4)[N:22]([CH3:30])[N:21]=3)[N:18]=2)[NH:13][CH:12]=1)=[O:10])[CH3:7]. The yield is 0.400. (7) The reactants are [CH3:1][C:2]1[C:7](=[O:8])[C@@H:6]([OH:9])[CH2:5][C:4]([CH3:11])([CH3:10])[C:3]=1/[CH:12]=[CH:13]/[C:14](/[CH3:44])=[CH:15]/[CH:16]=[CH:17]/[C:18](/[CH3:43])=[CH:19]/[CH:20]=[CH:21]/[CH:22]=[C:23](\[CH3:42])/[CH:24]=[CH:25]/[CH:26]=[C:27](\[CH3:41])/[CH:28]=[CH:29]/[C:30]1[C:36]([CH3:38])([CH3:37])[CH2:35][C@H:34]([OH:39])[C:32](=[O:33])[C:31]=1[CH3:40]. The catalyst is CCCCCCC. The product is [CH3:40][C:31]1[C:32](=[O:33])[C@H:34]([OH:39])[CH2:35][C:36]([CH3:37])([CH3:38])[C:30]=1/[CH:29]=[CH:28]/[C:27](/[CH3:41])=[CH:26]/[CH:25]=[CH:24]/[C:23](/[CH3:42])=[CH:22]/[CH:21]=[CH:20]/[CH:19]=[C:18](\[CH3:43])/[CH:17]=[CH:16]/[CH:15]=[C:14](\[CH3:44])/[CH:13]=[CH:12]/[C:3]1[C:4]([CH3:11])([CH3:10])[CH2:5][C@@H:6]([OH:9])[C:7](=[O:8])[C:2]=1[CH3:1].[CH3:40][C:31]1[C:32](=[O:33])[C@H:34]([OH:39])[CH2:35][C:36]([CH3:37])([CH3:38])[C:30]=1/[CH:29]=[CH:28]/[C:27](/[CH3:41])=[CH:26]/[CH:25]=[CH:24]/[C:23](/[CH3:42])=[CH:22]/[CH:21]=[CH:20]/[CH:19]=[C:18](\[CH3:43])/[CH:17]=[CH:16]/[CH:15]=[C:14](\[CH3:44])/[CH:13]=[CH:12]/[C:3]1[C:4]([CH3:11])([CH3:10])[CH2:5][C@H:6]([OH:9])[C:7](=[O:8])[C:2]=1[CH3:1].[CH3:40][C:31]1[C:32](=[O:33])[C@@H:34]([OH:39])[CH2:35][C:36]([CH3:37])([CH3:38])[C:30]=1/[CH:29]=[CH:28]/[C:27](/[CH3:41])=[CH:26]/[CH:25]=[CH:24]/[C:23](/[CH3:42])=[CH:22]/[CH:21]=[CH:20]/[CH:19]=[C:18](\[CH3:43])/[CH:17]=[CH:16]/[CH:15]=[C:14](\[CH3:44])/[CH:13]=[CH:12]/[C:3]1[C:4]([CH3:11])([CH3:10])[CH2:5][C@H:6]([OH:9])[C:7](=[O:8])[C:2]=1[CH3:1]. The yield is 0.873. (8) The reactants are [Si:1]([O:8]S(C(F)(F)F)(=O)=O)([C:4]([CH3:7])([CH3:6])[CH3:5])([CH3:3])[CH3:2].O[C@@H:17]1[N:23]([C:24]([O:26][CH2:27][CH:28]=[CH2:29])=[O:25])[C:22]2[CH:30]=[C:31]([O:36][Si:37]([CH:44]([CH3:46])[CH3:45])([CH:41]([CH3:43])[CH3:42])[CH:38]([CH3:40])[CH3:39])[C:32]([O:34][CH3:35])=[CH:33][C:21]=2[C:20](=[O:47])[N:19]2[CH:48]=[C:49]([CH3:51])[CH2:50][C@@H:18]12.N1C(C)=CC=CC=1C. The catalyst is ClCCl. The product is [Si:1]([O:8][C@@H:17]1[N:23]([C:24]([O:26][CH2:27][CH:28]=[CH2:29])=[O:25])[C:22]2[CH:30]=[C:31]([O:36][Si:37]([CH:41]([CH3:42])[CH3:43])([CH:44]([CH3:46])[CH3:45])[CH:38]([CH3:39])[CH3:40])[C:32]([O:34][CH3:35])=[CH:33][C:21]=2[C:20](=[O:47])[N:19]2[CH:48]=[C:49]([CH3:51])[CH2:50][C@@H:18]12)([C:4]([CH3:7])([CH3:6])[CH3:5])([CH3:3])[CH3:2]. The yield is 0.850. (9) The reactants are C(OC([N:8]1[CH2:12][CH2:11][CH:10]([C:13](=[O:21])[C:14]2[CH:19]=[CH:18][C:17]([Br:20])=[CH:16][CH:15]=2)[CH2:9]1)=O)(C)(C)C. The catalyst is Cl.O1CCOCC1. The product is [Br:20][C:17]1[CH:18]=[CH:19][C:14]([C:13]([CH:10]2[CH2:11][CH2:12][NH:8][CH2:9]2)=[O:21])=[CH:15][CH:16]=1. The yield is 0.820. (10) The reactants are [CH3:1][N:2]1[CH2:7][CH2:6][N:5]([C:8]2[CH:13]=[CH:12][C:11]([NH:14][C:15]3[N:24]=[CH:23][C:22]4[CH2:21][C:20]([CH3:26])([CH3:25])[C:19]5[C:27]([C:31]([O:33]CC)=[O:32])=[N:28][N:29]([CH3:30])[C:18]=5[C:17]=4[N:16]=3)=[CH:10][CH:9]=2)[CH2:4][CH2:3]1.[OH-].[K+:37]. The catalyst is C(O)C. The product is [K+:37].[CH3:1][N:2]1[CH2:3][CH2:4][N:5]([C:8]2[CH:9]=[CH:10][C:11]([NH:14][C:15]3[N:24]=[CH:23][C:22]4[CH2:21][C:20]([CH3:26])([CH3:25])[C:19]5[C:27]([C:31]([O-:33])=[O:32])=[N:28][N:29]([CH3:30])[C:18]=5[C:17]=4[N:16]=3)=[CH:12][CH:13]=2)[CH2:6][CH2:7]1. The yield is 1.00.